Predict the reaction yield, written as a fraction of the theoretical maximum amount of product (1.0 means a 100% yield; for example, 0.34 means a 34% yield). From a dataset of Reaction yield outcomes from USPTO patents with 853,638 reactions. (1) The reactants are [Cl:1][C:2]1[CH:3]=[C:4](I)[C:5]([NH2:8])=[N:6][CH:7]=1.N12CCN(CC1)CC2.[CH3:18][C:19]([C:21]#[C:22][Si:23]([CH3:26])([CH3:25])[CH3:24])=[CH2:20]. The catalyst is Cl[Pd](Cl)([P](C1C=CC=CC=1)(C1C=CC=CC=1)C1C=CC=CC=1)[P](C1C=CC=CC=1)(C1C=CC=CC=1)C1C=CC=CC=1.CN(C)C=O. The product is [Cl:1][C:2]1[CH:3]=[C:4]2[C:21]([C:19]([CH3:20])=[CH2:18])=[C:22]([Si:23]([CH3:26])([CH3:25])[CH3:24])[NH:8][C:5]2=[N:6][CH:7]=1. The yield is 0.540. (2) The reactants are [C:1]([O:5][C:6]([N:8]1[CH2:13][CH2:12][N:11]([C:14]2[CH:15]=[N:16][C:17]([NH:20][C:21]3[N:22]=[CH:23][C:24]4[C:30]([CH3:31])=[C:29](Br)[C:28](=[O:33])[N:27]([CH:34]5[CH2:38][CH2:37][CH2:36][CH2:35]5)[C:25]=4[N:26]=3)=[CH:18][CH:19]=2)[CH2:10][CH2:9]1)=[O:7])([CH3:4])([CH3:3])[CH3:2].C([Sn](CCCC)(CCCC)[C:44]([O:46][CH2:47][CH3:48])=[CH2:45])CCC. The catalyst is C1(C)C=CC=CC=1.C1C=CC([P]([Pd]([P](C2C=CC=CC=2)(C2C=CC=CC=2)C2C=CC=CC=2)([P](C2C=CC=CC=2)(C2C=CC=CC=2)C2C=CC=CC=2)[P](C2C=CC=CC=2)(C2C=CC=CC=2)C2C=CC=CC=2)(C2C=CC=CC=2)C2C=CC=CC=2)=CC=1. The product is [C:1]([O:5][C:6]([N:8]1[CH2:13][CH2:12][N:11]([C:14]2[CH:15]=[N:16][C:17]([NH:20][C:21]3[N:22]=[CH:23][C:24]4[C:30]([CH3:31])=[C:29]([C:44]([O:46][CH2:47][CH3:48])=[CH2:45])[C:28](=[O:33])[N:27]([CH:34]5[CH2:38][CH2:37][CH2:36][CH2:35]5)[C:25]=4[N:26]=3)=[CH:18][CH:19]=2)[CH2:10][CH2:9]1)=[O:7])([CH3:4])([CH3:3])[CH3:2]. The yield is 0.780. (3) The reactants are [CH:1]1([S:7]([C:10]2[CH:15]=[CH:14][C:13]([CH:16](OC)[O:17]C)=[CH:12][CH:11]=2)(=[O:9])=[O:8])[CH2:6][CH2:5][CH2:4][CH2:3][CH2:2]1.S(=O)(=O)(O)O.C(=O)([O-])[O-].[K+].[K+]. The catalyst is C1COCC1.O. The product is [CH:1]1([S:7]([C:10]2[CH:11]=[CH:12][C:13]([CH:16]=[O:17])=[CH:14][CH:15]=2)(=[O:9])=[O:8])[CH2:6][CH2:5][CH2:4][CH2:3][CH2:2]1. The yield is 1.00. (4) The reactants are [C:1](O)(C(F)(F)F)=O.O[CH2:9][C:10]1[CH:15]=[CH:14][C:13]([O:16][C:17](=[O:26])[N:18]([CH3:25])[C:19]2[CH:24]=[CH:23][CH:22]=[CH:21][CH:20]=2)=[CH:12][CH:11]=1.[SH:27][C:28]1[N:29](C)[CH:30]=[CH:31][N:32]=1. No catalyst specified. The product is [CH3:1][CH:9]([S:27][C:28]1[NH:29][CH:30]=[CH:31][N:32]=1)[C:10]1[CH:15]=[CH:14][C:13]([O:16][C:17](=[O:26])[N:18]([CH3:25])[C:19]2[CH:24]=[CH:23][CH:22]=[CH:21][CH:20]=2)=[CH:12][CH:11]=1. The yield is 0.220. (5) The reactants are [NH2:1][C:2]1[C:11]2[C:6](=[C:7](Br)[CH:8]=[CH:9][CH:10]=2)[N:5]=[N:4][C:3]=1[C:13]([NH:15][CH2:16][CH2:17][CH3:18])=[O:14].[CH3:19][O:20][C:21]1[CH:26]=[CH:25][C:24]([CH3:27])=[CH:23][C:22]=1B(O)O. No catalyst specified. The product is [NH2:1][C:2]1[C:11]2[C:6](=[C:7]([C:22]3[CH:23]=[C:24]([CH3:27])[CH:25]=[CH:26][C:21]=3[O:20][CH3:19])[CH:8]=[CH:9][CH:10]=2)[N:5]=[N:4][C:3]=1[C:13]([NH:15][CH2:16][CH2:17][CH3:18])=[O:14]. The yield is 0.830.